This data is from Full USPTO retrosynthesis dataset with 1.9M reactions from patents (1976-2016). The task is: Predict the reactants needed to synthesize the given product. (1) Given the product [Br:6][C:7]1[CH:8]=[CH:9][C:10]([C:13]2[O:17][N:16]=[C:15]([CH3:18])[C:14]=2[C:19]2[CH:20]=[CH:21][C:22]([S:2]([NH2:26])(=[O:5])=[O:3])=[CH:23][CH:24]=2)=[CH:11][CH:12]=1, predict the reactants needed to synthesize it. The reactants are: Cl[S:2]([OH:5])(=O)=[O:3].[Br:6][C:7]1[CH:12]=[CH:11][C:10]([C:13]2[O:17][N:16]=[C:15]([CH3:18])[C:14]=2[C:19]2[CH:24]=[CH:23][CH:22]=[CH:21][CH:20]=2)=[CH:9][CH:8]=1.O.[NH3:26]. (2) Given the product [CH2:32]([C:10]1[CH:11]=[C:12]([C:16]2[N:20]=[C:19]([C:21]3[CH:26]=[C:25]([CH3:27])[N:24]=[C:23]([N:28]([CH2:30][CH3:31])[CH3:29])[CH:22]=3)[O:18][N:17]=2)[CH:13]=[C:14]([CH3:15])[C:9]=1[CH2:8][CH2:7][C:6]([OH:34])=[O:5])[CH3:33], predict the reactants needed to synthesize it. The reactants are: C([O:5][C:6](=[O:34])[CH2:7][CH2:8][C:9]1[C:14]([CH3:15])=[CH:13][C:12]([C:16]2[N:20]=[C:19]([C:21]3[CH:26]=[C:25]([CH3:27])[N:24]=[C:23]([N:28]([CH2:30][CH3:31])[CH3:29])[CH:22]=3)[O:18][N:17]=2)=[CH:11][C:10]=1[CH2:32][CH3:33])(C)(C)C. (3) The reactants are: [CH3:1][C:2]1[CH:3]=[CH:4][C:5]2[O:9][C:8](S)=[N:7][C:6]=2[CH:11]=1.O=P(Cl)(Cl)[Cl:14].P(Cl)(Cl)(Cl)(Cl)Cl. Given the product [Cl:14][C:8]1[O:9][C:5]2[CH:4]=[CH:3][C:2]([CH3:1])=[CH:11][C:6]=2[N:7]=1, predict the reactants needed to synthesize it. (4) Given the product [C@@H:6]1([O:24][C:25]2[C:29]([CH2:30][C:31]3[CH:36]=[CH:35][C:34]([O:37][CH2:38][CH2:39][C:40](=[O:48])[NH:57][C:58]([C:59](=[O:60])[NH:61][CH2:54][CH2:55][OH:56])([CH3:63])[CH3:62])=[CH:33][C:32]=3[CH3:49])=[C:28]([CH:50]([CH3:51])[CH3:52])[NH:27][N:26]=2)[O:7][C@H:8]([CH2:19][OH:20])[C@@H:9]([OH:15])[C@H:10]([OH:11])[C@H:5]1[OH:4], predict the reactants needed to synthesize it. The reactants are: C([O:4][C@@H:5]1[C@@H:10]([O:11]C(=O)C)[C@H:9]([O:15]C(=O)C)[C@@H:8]([CH2:19][O:20]C(=O)C)[O:7][C@H:6]1[O:24][C:25]1[C:29]([CH2:30][C:31]2[CH:36]=[CH:35][C:34]([O:37][CH2:38][CH2:39][C:40](=[O:48])NC(C(O)=O)(C)C)=[CH:33][C:32]=2[CH3:49])=[C:28]([CH:50]([CH3:52])[CH3:51])[NH:27][N:26]=1)(=O)C.N[CH2:54][CH2:55][OH:56].[NH2:57][C:58]([CH3:63])([CH3:62])[C:59]([NH2:61])=[O:60]. (5) Given the product [CH2:12]([N:8]([CH2:1][C:2]1[CH:7]=[CH:6][CH:5]=[CH:4][CH:3]=1)[C:9](=[O:10])[O:39][C:38]1[CH:37]=[CH:36][C:33]2[C:32](=[CH:31][C:30]([O:29][CH2:28][CH2:27][CH2:26][CH2:25][N:24]3[CH2:23][CH2:22][N:21]([C:41]4[CH:46]=[CH:45][CH:44]=[C:43]([Cl:47])[C:42]=4[Cl:48])[CH2:20][CH2:19]3)=[CH:35][CH:34]=2)[N:40]=1)[C:13]1[CH:14]=[CH:15][CH:16]=[CH:17][CH:18]=1, predict the reactants needed to synthesize it. The reactants are: [CH2:1]([N:8]([CH2:12][C:13]1[CH:18]=[CH:17][CH:16]=[CH:15][CH:14]=1)[C:9](Cl)=[O:10])[C:2]1[CH:7]=[CH:6][CH:5]=[CH:4][CH:3]=1.[CH2:19]1[N:24]([CH2:25][CH2:26][CH2:27][CH2:28][O:29][C:30]2[CH:35]=[CH:34][C:33]3[CH:36]=[CH:37][C:38]([NH:40][C:32]=3[CH:31]=2)=[O:39])[CH2:23][CH2:22][N:21]([C:41]2[CH:46]=[CH:45][CH:44]=[C:43]([Cl:47])[C:42]=2[Cl:48])[CH2:20]1. (6) Given the product [N+:1]([C:4]1[CH:5]=[C:6]2[C:10](=[CH:11][CH:12]=1)[N:9]([CH2:16][C:17]1[CH:22]=[CH:21][CH:20]=[CH:19][N:18]=1)[NH:8][C:7]2=[O:13])([O-:3])=[O:2], predict the reactants needed to synthesize it. The reactants are: [N+:1]([C:4]1[CH:5]=[C:6]2[C:10](=[CH:11][CH:12]=1)[NH:9][NH:8][C:7]2=[O:13])([O-:3])=[O:2].Cl.Cl[CH2:16][C:17]1[CH:22]=[CH:21][CH:20]=[CH:19][N:18]=1.[OH-].[Na+].Cl. (7) Given the product [C:6]([O:13][OH:14])(=[O:5])[CH3:7].[CH3:1][S:2]([CH2:19][CH2:20][C:15]#[CH:16])(=[O:4])=[O:3], predict the reactants needed to synthesize it. The reactants are: [CH3:1][S:2]([O:5][CH2:6][CH2:7]C#C)(=[O:4])=[O:3].C[S-].[Na+].[OH:13][OH:14].[C:15](O)(=O)[CH3:16].[CH2:19](O)[CH3:20]. (8) Given the product [Cl:1][C:2]1[CH:7]=[C:6]([Cl:8])[CH:5]=[CH:4][C:3]=1[CH:9]1[CH:18]([C:19]([NH:21][O:22][CH2:23][C:24]2[N:28]=[CH:27][NH:26][N:25]=2)=[O:20])[C:17]2[C:12](=[CH:13][CH:14]=[CH:15][CH:16]=2)[C:11](=[O:48])[N:10]1[CH:49]1[CH2:54][CH2:53][CH2:52][CH2:51][CH:50]1[NH:55][S:56]([CH3:59])(=[O:58])=[O:57], predict the reactants needed to synthesize it. The reactants are: [Cl:1][C:2]1[CH:7]=[C:6]([Cl:8])[CH:5]=[CH:4][C:3]=1[CH:9]1[CH:18]([C:19]([NH:21][O:22][CH2:23][C:24]2[N:28]=[CH:27][N:26](C(C3C=CC=CC=3)(C3C=CC=CC=3)C3C=CC=CC=3)[N:25]=2)=[O:20])[C:17]2[C:12](=[CH:13][CH:14]=[CH:15][CH:16]=2)[C:11](=[O:48])[N:10]1[CH:49]1[CH2:54][CH2:53][CH2:52][CH2:51][CH:50]1[NH:55][S:56]([CH3:59])(=[O:58])=[O:57].Cl.C(=O)([O-])O.[Na+]. (9) Given the product [OH:16][CH2:15][CH2:14][CH2:13][C:12]([N:7]1[C:8]2[C:3](=[C:2]([C:26]3[CH:27]=[N:28][N:29]([CH2:31][C:32]([O:34][CH2:35][CH3:36])=[O:33])[CH:30]=3)[CH:11]=[CH:10][CH:9]=2)[CH2:4][CH2:5][CH2:6]1)=[O:17], predict the reactants needed to synthesize it. The reactants are: Br[C:2]1[CH:11]=[CH:10][CH:9]=[C:8]2[C:3]=1[CH2:4][CH2:5][CH2:6][N:7]2[C:12](=[O:17])[CH2:13][CH2:14][CH2:15][OH:16].CC1(C)C(C)(C)OB([C:26]2[CH:27]=[N:28][N:29]([CH2:31][C:32]([O:34][CH2:35][CH3:36])=[O:33])[CH:30]=2)O1.P([O-])([O-])([O-])=O.[K+].[K+].[K+].C(OCC)(=O)C. (10) Given the product [CH2:1]([O:3][C:4]([C:6]1[C:7](=[O:27])[NH:8][C:9]2[C:14]([C:15]=1[Cl:16])=[CH:13][C:12]([Cl:17])=[CH:11][N:10]=2)=[O:5])[CH3:2], predict the reactants needed to synthesize it. The reactants are: [CH2:1]([O:3][C:4]([C:6]1[C:7](=[O:27])[N:8](CC2C=CC(OC)=CC=2)[C:9]2[C:14]([C:15]=1[Cl:16])=[CH:13][C:12]([Cl:17])=[CH:11][N:10]=2)=[O:5])[CH3:2].